This data is from NCI-60 drug combinations with 297,098 pairs across 59 cell lines. The task is: Regression. Given two drug SMILES strings and cell line genomic features, predict the synergy score measuring deviation from expected non-interaction effect. Drug 1: C1CN(CCN1C(=O)CCBr)C(=O)CCBr. Drug 2: C1CCC(C(C1)N)N.C(=O)(C(=O)[O-])[O-].[Pt+4]. Synergy scores: CSS=34.8, Synergy_ZIP=1.00, Synergy_Bliss=5.09, Synergy_Loewe=3.24, Synergy_HSA=7.56. Cell line: SK-MEL-2.